Task: Predict the reaction yield, written as a fraction of the theoretical maximum amount of product (1.0 means a 100% yield; for example, 0.34 means a 34% yield).. Dataset: Reaction yield outcomes from USPTO patents with 853,638 reactions (1) The reactants are [O:1]=[C:2]1[CH:10]=[CH:9][CH:8]=[C:7]2[N:3]1[C@H:4]([C:11]([O:13]C)=[O:12])[CH2:5][CH2:6]2.[Li+].[OH-]. The catalyst is C1COCC1. The product is [O:1]=[C:2]1[CH:10]=[CH:9][CH:8]=[C:7]2[N:3]1[C@H:4]([C:11]([OH:13])=[O:12])[CH2:5][CH2:6]2. The yield is 0.920. (2) The reactants are C(O[BH-](OC(=O)C)OC(=O)C)(=O)C.[Na+].[NH2:15][C@H:16]([CH:24]([CH3:26])[CH3:25])[C:17]([N:19]1[CH2:23][CH2:22][CH2:21][CH2:20]1)=[O:18].[CH:27]([C:29]1[CH:34]=[CH:33][N:32]=[C:31]2[N:35]([C:42]([O:44][C:45]([CH3:48])([CH3:47])[CH3:46])=[O:43])[CH:36]=[C:37]([C:38]([O:40][CH3:41])=[O:39])[C:30]=12)=O. The catalyst is ClCCCl.C(O)(=O)C. The product is [CH3:25][CH:24]([CH3:26])[C@@H:16]([NH:15][CH2:27][C:29]1[CH:34]=[CH:33][N:32]=[C:31]2[N:35]([C:42]([O:44][C:45]([CH3:48])([CH3:47])[CH3:46])=[O:43])[CH:36]=[C:37]([C:38]([O:40][CH3:41])=[O:39])[C:30]=12)[C:17](=[O:18])[N:19]1[CH2:23][CH2:22][CH2:21][CH2:20]1. The yield is 0.850. (3) The reactants are Br[C:2]1[CH:7]=[C:6]([C:8]([CH3:11])([CH3:10])[CH3:9])[C:5]([N+:12]([O-:14])=[O:13])=[CH:4][C:3]=1[NH2:15].CCN(CC)CC.[CH3:23][Si:24]([C:27]#[CH:28])([CH3:26])[CH3:25]. The catalyst is C1(C)C=CC=CC=1.O.Cl[Pd](Cl)([P](C1C=CC=CC=1)(C1C=CC=CC=1)C1C=CC=CC=1)[P](C1C=CC=CC=1)(C1C=CC=CC=1)C1C=CC=CC=1.[Cu]I. The product is [C:8]([C:6]1[C:5]([N+:12]([O-:14])=[O:13])=[CH:4][C:3]([NH:15][C:28]#[C:27][Si:24]([CH3:26])([CH3:25])[CH3:23])=[CH:2][CH:7]=1)([CH3:11])([CH3:10])[CH3:9]. The yield is 0.810. (4) The reactants are O[C:2]1[N:7]=[C:6]([C:8]([OH:10])=O)[CH:5]=[CH:4][CH:3]=1.Br[CH2:12][C:13]1[CH:18]=[CH:17][CH:16]=[CH:15][CH:14]=1.[C:19]([O-:22])([O-])=O.[Cs+].[Cs+].[OH2:25]. The catalyst is CN(C=O)C. The product is [CH2:12]([O:25][C:8]([C:6]1[CH:5]=[CH:4][CH:3]=[C:2]([O:22][CH2:19][C:13]2[CH:18]=[CH:17][CH:16]=[CH:15][CH:14]=2)[N:7]=1)=[O:10])[C:13]1[CH:18]=[CH:17][CH:16]=[CH:15][CH:14]=1. The yield is 0.530. (5) The reactants are [C:1]([C:4]1[C:35](=[O:36])[C@@:8]2([CH3:37])[C:9]3[C:15]([OH:16])=[CH:14][C:13]([O:17]CC4C=CC=CC=4)=[C:12]([C:25]([NH:27][CH2:28][C:29]4[CH:34]=[CH:33][CH:32]=[CH:31][CH:30]=4)=[O:26])[C:10]=3[O:11][C:7]2=[CH:6][C:5]=1[OH:38])(=[O:3])[CH3:2].[H][H]. The catalyst is C(OCC)(=O)C.C(O)C.[C].[Pd]. The product is [C:1]([C:4]1[C:35](=[O:36])[C@@:8]2([CH3:37])[C:9]3[C:15]([OH:16])=[CH:14][C:13]([OH:17])=[C:12]([C:25]([NH:27][CH2:28][C:29]4[CH:34]=[CH:33][CH:32]=[CH:31][CH:30]=4)=[O:26])[C:10]=3[O:11][C:7]2=[CH:6][C:5]=1[OH:38])(=[O:3])[CH3:2]. The yield is 0.660. (6) The reactants are [CH3:1][C:2]1([CH3:28])[CH2:7][C:6](=[O:8])[N:5]([CH2:9][CH2:10][C:11]2[CH:16]=[CH:15][C:14]([O:17][C:18]([N:20]3[CH2:25][CH2:24][CH:23]([OH:26])[CH2:22][CH2:21]3)=[O:19])=[CH:13][CH:12]=2)[C:4](=[O:27])[CH2:3]1.[CH2:29]([O:32][C:33](=[O:42])[CH2:34][C:35]1[CH:40]=[CH:39][C:38](O)=[CH:37][CH:36]=1)[CH:30]=[CH2:31]. No catalyst specified. The product is [CH3:1][C:2]1([CH3:28])[CH2:7][C:6](=[O:8])[N:5]([CH2:9][CH2:10][C:11]2[CH:12]=[CH:13][C:14]([O:17][C:18]([N:20]3[CH2:21][CH2:22][CH:23]([O:26][C:38]4[CH:39]=[CH:40][C:35]([CH2:34][C:33]([O:32][CH2:29][CH:30]=[CH2:31])=[O:42])=[CH:36][CH:37]=4)[CH2:24][CH2:25]3)=[O:19])=[CH:15][CH:16]=2)[C:4](=[O:27])[CH2:3]1. The yield is 0.0700. (7) The reactants are [C:1]1([C:7]2[CH2:8][C:9](=O)[CH2:10][S:11][CH:12]=2)[CH:6]=[CH:5][CH:4]=[CH:3][CH:2]=1.C([O-])(=O)C.[NH4+].C([BH3-])#[N:20].[Na+]. The catalyst is CO. The product is [NH2:20][C:9]1[CH2:10][S:11][CH:12]=[C:7]([C:1]2[CH:6]=[CH:5][CH:4]=[CH:3][CH:2]=2)[CH:8]=1. The yield is 0.200. (8) The reactants are Br[C:2]1[C:7]([Cl:8])=[CH:6][C:5]([N:9]2[C:13]([CH2:14][C@@H:15]3[CH2:19][CH2:18][N:17]([C:20]([CH:22]4[CH2:24][CH2:23]4)=[O:21])[CH2:16]3)=[N:12][NH:11][C:10]2=[O:25])=[C:4]([F:26])[CH:3]=1.CC1(C)C(C)(C)OB([C:35]2[CH:44]=[C:43]3[C:38]([CH:39]=[CH:40][CH:41]=[N:42]3)=[CH:37][CH:36]=2)O1.C(=O)([O-])[O-].[Cs+].[Cs+]. The catalyst is C1C=CC(P(C2C=CC=CC=2)[C-]2C=CC=C2)=CC=1.C1C=CC(P(C2C=CC=CC=2)[C-]2C=CC=C2)=CC=1.Cl[Pd]Cl.[Fe+2].ClCCl. The product is [Cl:8][C:7]1[C:2]([C:35]2[CH:44]=[C:43]3[C:38]([CH:39]=[CH:40][CH:41]=[N:42]3)=[CH:37][CH:36]=2)=[CH:3][C:4]([F:26])=[C:5]([N:9]2[C:13]([CH2:14][C@@H:15]3[CH2:19][CH2:18][N:17]([C:20]([CH:22]4[CH2:24][CH2:23]4)=[O:21])[CH2:16]3)=[N:12][NH:11][C:10]2=[O:25])[CH:6]=1. The yield is 0.330. (9) The reactants are Cl.[CH3:2][O:3][C:4](=[O:8])[C@H:5]([CH3:7])[NH2:6].[CH3:9][O:10][CH:11]([O:14][CH3:15])[CH:12]=O.S([O-])([O-])(=O)=O.[Mg+2].C([BH3-])#N.[Na+]. The catalyst is CO. The product is [CH3:2][O:3][C:4](=[O:8])[C@@H:5]([NH:6][CH2:12][CH:11]([O:14][CH3:15])[O:10][CH3:9])[CH3:7]. The yield is 0.800.